Dataset: Catalyst prediction with 721,799 reactions and 888 catalyst types from USPTO. Task: Predict which catalyst facilitates the given reaction. (1) Reactant: [CH2:1]([C:5]1[C:17](N)=[C:16]([CH2:19][CH:20]([CH3:22])[CH3:21])[C:8]2[O:9][C:10]3[CH:15]=[CH:14][CH:13]=[CH:12][C:11]=3[C:7]=2[CH:6]=1)[CH:2]([CH3:4])[CH3:3].C1(C)C=CC(S(O)(=O)=O)=CC=1.[I-:34].[K+].C(=O)(O)[O-].[Na+].S([O-])([O-])(=O)=S.[Na+].[Na+]. Product: [I:34][C:17]1[C:5]([CH2:1][CH:2]([CH3:4])[CH3:3])=[CH:6][C:7]2[C:11]3[CH:12]=[CH:13][CH:14]=[CH:15][C:10]=3[O:9][C:8]=2[C:16]=1[CH2:19][CH:20]([CH3:22])[CH3:21]. The catalyst class is: 371. (2) Reactant: [P:1](=[O:5])([OH:4])([OH:3])[OH:2].C(N(CCCC)CCCC)CCC.[Cl:19][C:20]1[CH:45]=[CH:44][C:23]([C:24]([C@@:26]2([OH:43])[C@@H:30]([CH2:31][O:32][C:33](=[O:41])[C:34]3[CH:39]=[CH:38][C:37]([Cl:40])=[CH:36][CH:35]=3)[O:29][C@H:28](Cl)[CH2:27]2)=[O:25])=[CH:22][CH:21]=1. Product: [P:1]([O:4][C@H:28]1[O:29][C@H:30]([CH2:31][O:32][C:33](=[O:41])[C:34]2[CH:35]=[CH:36][C:37]([Cl:40])=[CH:38][CH:39]=2)[C@@:26]([C:24](=[O:25])[C:23]2[CH:44]=[CH:45][C:20]([Cl:19])=[CH:21][CH:22]=2)([OH:43])[CH2:27]1)([OH:3])([OH:2])=[O:5]. The catalyst class is: 10. (3) Reactant: Br[C:2]1[CH:6]=[N:5][N:4]2[CH2:7][CH2:8][CH2:9][C:3]=12.C([Li])CCC.C(O[B:19]([O:24][CH:25]([CH3:27])[CH3:26])[O:20][CH:21]([CH3:23])[CH3:22])(C)C.OC(C(O)(C)C)(C)C.C(O)(=O)C. Product: [CH3:27][C:25]1([CH3:26])[C:21]([CH3:22])([CH3:23])[O:20][B:19]([C:2]2[CH:6]=[N:5][N:4]3[CH2:7][CH2:8][CH2:9][C:3]=23)[O:24]1. The catalyst class is: 1. (4) Reactant: [CH3:1][C:2]1[N:3]([CH2:7][O:8][CH2:9][CH2:10][Si:11]([CH3:14])([CH3:13])[CH3:12])[CH:4]=[CH:5][N:6]=1.C([Li])CCC.[O:20]=[C:21]1[CH2:24][N:23](C(OC(C)(C)C)=O)[CH2:22]1. Product: [CH3:14][Si:11]([CH3:13])([CH3:12])[CH2:10][CH2:9][O:8][CH2:7][N:3]1[CH:4]=[CH:5][N:6]=[C:2]1[CH2:1][C:21]1([OH:20])[CH2:24][NH:23][CH2:22]1. The catalyst class is: 7. (5) Reactant: Cl.[Sn](Cl)Cl.[N+:5]([C:8]1[CH:13]=[C:12]([C:14]([F:17])([F:16])[F:15])[CH:11]=[CH:10][C:9]=1[N:18]1[CH2:26][C:25]2[C:20](=[CH:21][CH:22]=[CH:23][CH:24]=2)[CH2:19]1)([O-])=O.C(=O)(O)[O-].[Na+]. Product: [NH2:5][C:8]1[CH:13]=[C:12]([C:14]([F:15])([F:16])[F:17])[CH:11]=[CH:10][C:9]=1[N:18]1[CH2:26][C:25]2[C:20](=[CH:21][CH:22]=[CH:23][CH:24]=2)[CH2:19]1. The catalyst class is: 5. (6) Reactant: [C:1]([O:4][CH2:5][N:6]1[C:15](=[O:16])[C:14]2[C:9]([N:10]([CH2:23][CH2:24][N:25]3[CH2:30][CH2:29][CH:28]([C:31]([O:33]CC4C=CC=CC=4)=[O:32])[CH2:27][CH2:26]3)[C:11]3[CH:20]=[C:19]([CH3:21])[C:18]([CH3:22])=[CH:17][C:12]=3[N:13]=2)=[N:8][C:7]1=[O:41])(=[O:3])[CH3:2]. Product: [C:1]([O:4][CH2:5][N:6]1[C:15](=[O:16])[C:14]2[C:9]([N:10]([CH2:23][CH2:24][N:25]3[CH2:26][CH2:27][CH:28]([C:31]([OH:33])=[O:32])[CH2:29][CH2:30]3)[C:11]3[CH:20]=[C:19]([CH3:21])[C:18]([CH3:22])=[CH:17][C:12]=3[N:13]=2)=[N:8][C:7]1=[O:41])(=[O:3])[CH3:2]. The catalyst class is: 19. (7) Reactant: [C:1]1([CH3:11])[CH:6]=[CH:5][C:4]([S:7]([OH:10])(=[O:9])=[O:8])=[CH:3][CH:2]=1.[O:12]1[CH2:17][CH2:16][N:15]([C:18]2[CH:19]=[C:20]([NH:30][C:31]3[N:36]=[C:35]([N:37]([CH3:47])[C:38]4[CH:39]=[C:40]([CH2:45]O)[CH:41]=[CH:42][C:43]=4[CH3:44])[CH:34]=[CH:33][N:32]=3)[CH:21]=[C:22]([N:24]3[CH2:29][CH2:28][O:27][CH2:26][CH2:25]3)[CH:23]=2)[CH2:14][CH2:13]1. Product: [S:7]([O:10][CH2:45][C:40]1[CH:41]=[CH:42][C:43]([CH3:44])=[C:38]([N:37]([C:35]2[CH:34]=[CH:33][N:32]=[C:31]([NH:30][C:20]3[CH:19]=[C:18]([N:15]4[CH2:14][CH2:13][O:12][CH2:17][CH2:16]4)[CH:23]=[C:22]([N:24]4[CH2:25][CH2:26][O:27][CH2:28][CH2:29]4)[CH:21]=3)[N:36]=2)[CH3:47])[CH:39]=1)([C:4]1[CH:3]=[CH:2][C:1]([CH3:11])=[CH:6][CH:5]=1)(=[O:8])=[O:9]. The catalyst class is: 13. (8) Reactant: [NH2:1][C:2]1[CH:3]=[C:4]2[C:9](=[CH:10][C:11]=1[NH:12][CH2:13][CH3:14])[N:8]=[CH:7][N:6]=[C:5]2[N:15]1[CH2:20][CH2:19][N:18]([C:21](=[S:30])[NH:22][CH2:23][C:24]2[CH:29]=[CH:28][CH:27]=[CH:26][CH:25]=2)[CH2:17][CH2:16]1.[CH2:31]([N:33]=[C:34]=S)[CH3:32].[OH2:36].[Cl-].[Na+]. Product: [CH2:23]([NH:22][C:21]([N:18]1[CH2:19][CH2:20][N:15]([C:5]2[C:4]3[C:9](=[CH:10][C:11]([NH:12][CH2:13][CH3:14])=[C:2]([NH:1][C:34]([NH:33][CH2:31][CH3:32])=[O:36])[CH:3]=3)[N:8]=[CH:7][N:6]=2)[CH2:16][CH2:17]1)=[S:30])[C:24]1[CH:29]=[CH:28][CH:27]=[CH:26][CH:25]=1. The catalyst class is: 9. (9) Reactant: C(OC(=O)[NH:7][CH2:8][C:9]1[C:14]([C:15]2[CH:20]=[CH:19][C:18]([Cl:21])=[CH:17][C:16]=2[Cl:22])=[CH:13][N:12]2[CH:23]=[CH:24][N:25]=[C:11]2[CH:10]=1)(C)(C)C. Product: [Cl:22][C:16]1[CH:17]=[C:18]([Cl:21])[CH:19]=[CH:20][C:15]=1[C:14]1[C:9]([CH2:8][NH2:7])=[CH:10][C:11]2[N:12]([CH:23]=[CH:24][N:25]=2)[CH:13]=1. The catalyst class is: 157.